This data is from Catalyst prediction with 721,799 reactions and 888 catalyst types from USPTO. The task is: Predict which catalyst facilitates the given reaction. (1) Reactant: [Br:1][C:2]1[CH:7]=[CH:6][C:5]([NH:8][CH2:9][CH:10]2[CH2:15][CH2:14][N:13]([C:16]([O:18][C:19]([CH3:22])([CH3:21])[CH3:20])=[O:17])[CH2:12][CH2:11]2)=[CH:4][CH:3]=1.[H-].[Na+].[CH2:25](Br)[C:26]1[CH:31]=[CH:30][CH:29]=[CH:28][CH:27]=1.O. Product: [CH2:25]([N:8]([CH2:9][CH:10]1[CH2:11][CH2:12][N:13]([C:16]([O:18][C:19]([CH3:22])([CH3:21])[CH3:20])=[O:17])[CH2:14][CH2:15]1)[C:5]1[CH:4]=[CH:3][C:2]([Br:1])=[CH:7][CH:6]=1)[C:26]1[CH:31]=[CH:30][CH:29]=[CH:28][CH:27]=1. The catalyst class is: 3. (2) Reactant: [CH3:1][O:2][C:3]([C:5]1[N:6]([CH2:31][CH:32]=C)[CH:7]=[C:8]([C:20](=[O:30])[NH:21][CH2:22][C:23]2[CH:28]=[CH:27][C:26]([F:29])=[CH:25][CH:24]=2)[C:9](=[O:19])[C:10]=1[O:11][CH2:12][C:13]1[CH:18]=[CH:17][CH:16]=[CH:15][CH:14]=1)=[O:4].I([O-])(=O)(=O)=[O:35].[Na+].C(OCC)(=O)C.O. Product: [CH3:1][O:2][C:3]([C:5]1[N:6]([CH2:31][CH:32]=[O:35])[CH:7]=[C:8]([C:20](=[O:30])[NH:21][CH2:22][C:23]2[CH:28]=[CH:27][C:26]([F:29])=[CH:25][CH:24]=2)[C:9](=[O:19])[C:10]=1[O:11][CH2:12][C:13]1[CH:14]=[CH:15][CH:16]=[CH:17][CH:18]=1)=[O:4]. The catalyst class is: 12. (3) Reactant: C[Al](C)C.[NH:5]1[CH2:10][CH2:9][CH2:8][CH2:7][CH2:6]1.[C:11]([C:13]1[C:18]2[N:19]=[C:20]([C:22](OCC)=[O:23])[O:21][C:17]=2[C:16]([F:27])=[C:15]([C:28]2[CH:33]=[CH:32][CH:31]=[CH:30][CH:29]=2)[C:14]=1[CH3:34])#[N:12].Cl. Product: [F:27][C:16]1[C:15]([C:28]2[CH:33]=[CH:32][CH:31]=[CH:30][CH:29]=2)=[C:14]([CH3:34])[C:13]([C:11]#[N:12])=[C:18]2[C:17]=1[O:21][C:20]([C:22]([N:5]1[CH2:10][CH2:9][CH2:8][CH2:7][CH2:6]1)=[O:23])=[N:19]2. The catalyst class is: 4. (4) Reactant: Cl.[CH3:2][O:3][C:4]([C@H:6]1[NH:22][C:21](=[O:23])[C@H:20]([CH:24]([CH3:26])[CH3:25])[NH:19][C:18](=[O:27])[C@@H:17]([NH2:28])[CH2:16][C:15]2=[CH:29][CH:30]=[C:12]([CH:13]=[CH:14]2)[O:11][CH2:10][CH2:9][CH2:8][CH2:7]1)=[O:5].[CH3:31][S:32](Cl)(=[O:34])=[O:33].CCN(C(C)C)C(C)C.CCOC(C)=O. Product: [CH3:2][O:3][C:4]([C@H:6]1[NH:22][C:21](=[O:23])[C@H:20]([CH:24]([CH3:26])[CH3:25])[NH:19][C:18](=[O:27])[C@@H:17]([NH:28][S:32]([CH3:31])(=[O:34])=[O:33])[CH2:16][C:15]2=[CH:29][CH:30]=[C:12]([CH:13]=[CH:14]2)[O:11][CH2:10][CH2:9][CH2:8][CH2:7]1)=[O:5]. The catalyst class is: 3. (5) Product: [CH3:22][N:19]([CH3:18])[C:2]1[CH:11]=[CH:10][C:9]2[C:8]([CH3:13])([CH3:12])[CH2:7][CH2:6][C:5]([CH3:15])([CH3:14])[C:4]=2[CH:3]=1. Reactant: N[C:2]1[CH:11]=[CH:10][C:9]2[C:8]([CH3:13])([CH3:12])[CH2:7][CH2:6][C:5]([CH3:15])([CH3:14])[C:4]=2[CH:3]=1.C=O.[C:18]([BH3-])#[N:19].[Na+].[C:22](O)(=O)C. The catalyst class is: 10. (6) Reactant: [Cl:1][C:2]1[CH:7]=[CH:6][C:5]([O:8][C:9]2[CH:10]=[N:11][C:12]([NH:15][S:16]([C:19]3[CH:24]=[CH:23][C:22]([CH3:25])=[CH:21][CH:20]=3)(=[O:18])=[O:17])=[CH:13][CH:14]=2)=[CH:4][C:3]=1[NH:26][C:27]([C:29]1[N:33]([CH3:34])[N:32]=[C:31]([CH3:35])[CH:30]=1)=[O:28].C(N(CC)C(C)C)(C)C.I[CH2:46][C:47]([NH2:49])=[O:48]. Product: [NH2:49][C:47](=[O:48])[CH2:46][N:11]1[C:12](=[N:15][S:16]([C:19]2[CH:20]=[CH:21][C:22]([CH3:25])=[CH:23][CH:24]=2)(=[O:18])=[O:17])[CH:13]=[CH:14][C:9]([O:8][C:5]2[CH:6]=[CH:7][C:2]([Cl:1])=[C:3]([NH:26][C:27]([C:29]3[N:33]([CH3:34])[N:32]=[C:31]([CH3:35])[CH:30]=3)=[O:28])[CH:4]=2)=[CH:10]1. The catalyst class is: 9. (7) Reactant: [CH3:1][C:2]1([CH3:16])[C:6]([CH3:8])([CH3:7])[O:5][B:4]([C:9]2[CH:14]=[CH:13][C:12]([OH:15])=[CH:11][CH:10]=2)[O:3]1.[CH3:17][C:18]1([CH2:22]O)[CH2:21][O:20][CH2:19]1.C1(P(C2C=CC=CC=2)C2C=CC=CC=2)C=CC=CC=1.N(C(OC(C)C)=O)=NC(OC(C)C)=O. Product: [CH3:8][C:6]1([CH3:7])[C:2]([CH3:16])([CH3:1])[O:3][B:4]([C:9]2[CH:14]=[CH:13][C:12]([O:15][CH2:17][C:18]3([CH3:22])[CH2:21][O:20][CH2:19]3)=[CH:11][CH:10]=2)[O:5]1. The catalyst class is: 7. (8) Reactant: [C:1]([O:4][C:5]1[CH:10]=[CH:9][C:8]([CH2:11][C@@H:12]2[N:17]3[C:18]4[C:27]5[C:22](=[CH:23][CH:24]=[CH:25][CH:26]=5)[N:21]=[CH:20][C:19]=4[N:28]=[C:16]3[CH2:15][O:14][CH2:13]2)=[CH:7][CH:6]=1)(=[O:3])[CH3:2].C1C=C(Cl)C=C(C(OO)=[O:37])C=1.C([O-])([O-])=O.[Na+].[Na+]. Product: [C:1]([O:4][C:5]1[CH:6]=[CH:7][C:8]([CH2:11][C@@H:12]2[N:17]3[C:18]4[C:27]5[C:22](=[CH:23][CH:24]=[CH:25][CH:26]=5)[N+:21]([O-:37])=[CH:20][C:19]=4[N:28]=[C:16]3[CH2:15][O:14][CH2:13]2)=[CH:9][CH:10]=1)(=[O:3])[CH3:2]. The catalyst class is: 22. (9) Reactant: [Mg].II.Br[CH2:5][C:6]1[CH:11]=[C:10]([Cl:12])[CH:9]=[CH:8][C:7]=1[F:13].[O:14]=[C:15]1[CH2:20][CH2:19][CH:18]([NH:21][C:22](=[O:28])[O:23][C:24]([CH3:27])([CH3:26])[CH3:25])[CH2:17][CH2:16]1.[NH4+].[Cl-]. Product: [C:24]([O:23][C:22](=[O:28])[NH:21][CH:18]1[CH2:17][CH2:16][C:15]([CH2:5][C:6]2[CH:11]=[C:10]([Cl:12])[CH:9]=[CH:8][C:7]=2[F:13])([OH:14])[CH2:20][CH2:19]1)([CH3:27])([CH3:25])[CH3:26]. The catalyst class is: 385. (10) Reactant: Cl.[CH3:2][O:3][C:4](=[O:10])[C@@H:5]1[CH2:9][CH2:8][CH2:7][NH:6]1.N1C=CC=CC=1.[N+:17]([C:20]1[CH:25]=[CH:24][C:23]([S:26](Cl)(=[O:28])=[O:27])=[CH:22][CH:21]=1)([O-:19])=[O:18]. Product: [N+:17]([C:20]1[CH:21]=[CH:22][C:23]([S:26]([N:6]2[CH2:7][CH2:8][CH2:9][C@H:5]2[C:4]([O:3][CH3:2])=[O:10])(=[O:28])=[O:27])=[CH:24][CH:25]=1)([O-:19])=[O:18]. The catalyst class is: 91.